Dataset: Catalyst prediction with 721,799 reactions and 888 catalyst types from USPTO. Task: Predict which catalyst facilitates the given reaction. Reactant: Cl[C:2]1[CH:3]=[C:4]([C:8]2[O:9][C:10]([CH3:36])=[C:11]([CH2:13][N:14]3[C:22]4[C:17](=[CH:18][C:19]([C:23]([OH:32])([C:28]([F:31])([F:30])[F:29])[C:24]([F:27])([F:26])[F:25])=[CH:20][CH:21]=4)[C:16]([CH2:33]O)=[C:15]3[CH3:35])[N:12]=2)[CH:5]=[CH:6][CH:7]=1. Product: [CH3:35][C:15]1[N:14]([CH2:13][C:11]2[N:12]=[C:8]([C:4]3[CH:5]=[CH:6][CH:7]=[CH:2][CH:3]=3)[O:9][C:10]=2[CH3:36])[C:22]2[C:17]([C:16]=1[CH3:33])=[CH:18][C:19]([C:23]([OH:32])([C:28]([F:29])([F:30])[F:31])[C:24]([F:27])([F:26])[F:25])=[CH:20][CH:21]=2. The catalyst class is: 19.